Dataset: Forward reaction prediction with 1.9M reactions from USPTO patents (1976-2016). Task: Predict the product of the given reaction. (1) Given the reactants [OH:1][C:2]1[C:3]([C:17](=[N:19][NH:20][C:21]([C:23]2[S:27][C:26]([C:28]([N:30]([CH2:32][CH2:33][C:34]([O:36]C(C)(C)C)=[O:35])[CH3:31])=[O:29])=[CH:25][CH:24]=2)=[O:22])[CH3:18])=[CH:4][S:5][C:6]=1[C:7]1[CH:12]=[CH:11][C:10]([C:13]([F:16])([F:15])[F:14])=[CH:9][CH:8]=1, predict the reaction product. The product is: [OH:1][C:2]1[C:3]([C:17](=[N:19][NH:20][C:21]([C:23]2[S:27][C:26]([C:28]([N:30]([CH2:32][CH2:33][C:34]([OH:36])=[O:35])[CH3:31])=[O:29])=[CH:25][CH:24]=2)=[O:22])[CH3:18])=[CH:4][S:5][C:6]=1[C:7]1[CH:8]=[CH:9][C:10]([C:13]([F:15])([F:14])[F:16])=[CH:11][CH:12]=1. (2) Given the reactants [Cl:1][C:2]1[CH:3]=[C:4]([CH:7]=[CH:8][C:9]=1[Cl:10])[C:5]#[N:6].Cl.[NH2:12][OH:13].[OH-].[Na+], predict the reaction product. The product is: [Cl:1][C:2]1[CH:3]=[C:4]([CH:7]=[CH:8][C:9]=1[Cl:10])/[C:5](=[N:12]/[OH:13])/[NH2:6]. (3) Given the reactants [NH2:1]OS(O)(=O)=O.[OH-].[K+].[N:9]1[CH:14]=[CH:13][CH:12]=[CH:11][C:10]=1[CH2:15][C:16]([O:18]CC)=O, predict the reaction product. The product is: [OH:18][C:16]1[CH:15]=[C:10]2[CH:11]=[CH:12][CH:13]=[CH:14][N:9]2[N:1]=1.